This data is from Forward reaction prediction with 1.9M reactions from USPTO patents (1976-2016). The task is: Predict the product of the given reaction. (1) The product is: [CH:1]1([CH2:6][C@H:7]([C:21]2[CH:26]=[CH:25][C:24]([S:27]([CH3:30])(=[O:28])=[O:29])=[CH:23][CH:22]=2)[C:8]([NH:10][C:11]2[S:12][C:13]([S:16][CH2:17][C:18]([N:31]3[CH2:36][CH2:35][O:34][CH2:33][CH2:32]3)=[O:20])=[CH:14][N:15]=2)=[O:9])[CH2:5][CH2:4][CH2:3][CH2:2]1. Given the reactants [CH:1]1([CH2:6][C@H:7]([C:21]2[CH:26]=[CH:25][C:24]([S:27]([CH3:30])(=[O:29])=[O:28])=[CH:23][CH:22]=2)[C:8]([NH:10][C:11]2[S:12][C:13]([S:16][CH2:17][C:18]([OH:20])=O)=[CH:14][N:15]=2)=[O:9])[CH2:5][CH2:4][CH2:3][CH2:2]1.[NH:31]1[CH2:36][CH2:35][O:34][CH2:33][CH2:32]1, predict the reaction product. (2) Given the reactants [CH2:1]([O:3][C:4]1[C:5]([OH:14])=[C:6]([CH:9]=[C:10]([CH:12]=O)[CH:11]=1)[C:7]#[N:8])[CH3:2].[C:15]1([C:21](=O)[CH2:22][C:23]2[CH:28]=[CH:27][CH:26]=[CH:25][CH:24]=2)[CH:20]=[CH:19][CH:18]=[CH:17][CH:16]=1.[NH2:30][C:31]([NH2:33])=[O:32].Cl, predict the reaction product. The product is: [CH2:1]([O:3][C:4]1[C:5]([OH:14])=[C:6]([CH:9]=[C:10]([CH:12]2[C:22]([C:23]3[CH:28]=[CH:27][CH:26]=[CH:25][CH:24]=3)=[C:21]([C:15]3[CH:20]=[CH:19][CH:18]=[CH:17][CH:16]=3)[NH:33][C:31](=[O:32])[NH:30]2)[CH:11]=1)[C:7]#[N:8])[CH3:2]. (3) Given the reactants [Cl:1][C:2]1[CH:3]=[C:4]([C:9]2([C:29]([F:32])([F:31])[F:30])[CH2:13][C:12]([C:14]3[CH:27]=[CH:26][C:17]([C:18]([NH:20][CH2:21][C:22]([F:25])([F:24])[F:23])=[O:19])=[C:16]([CH3:28])[CH:15]=3)=[CH:11][S:10]2)[CH:5]=[C:6]([Cl:8])[CH:7]=1.C(=O)([O-])[O-:34].[K+].[K+], predict the reaction product. The product is: [Cl:8][C:6]1[CH:5]=[C:4]([C:9]2([C:29]([F:32])([F:31])[F:30])[CH2:13][C:12]([C:14]3[CH:27]=[CH:26][C:17]([C:18]([NH:20][CH2:21][C:22]([F:23])([F:24])[F:25])=[O:19])=[C:16]([CH3:28])[CH:15]=3)=[CH:11][S+:10]2[O-:34])[CH:3]=[C:2]([Cl:1])[CH:7]=1. (4) Given the reactants [Cl:1][CH2:2][C@H:3]1[C:11]2[C:6](=[CH:7][C:8]([OH:16])=[C:9]3[S:14][CH:13]=[C:12]([CH3:15])[C:10]3=2)[N:5]([C:17]([C:19]2[NH:20][C:21]3[C:26]([CH:27]=2)=[CH:25][C:24]([NH:28][C:29]([C:31]2[NH:32][C:33]4[C:38]([CH:39]=2)=[CH:37][C:36]([O:40][CH2:41][CH2:42][N:43]2[CH2:47][CH2:46][CH2:45][CH2:44]2)=[CH:35][CH:34]=4)=[O:30])=[CH:23][CH:22]=3)=[O:18])[CH2:4]1.Cl[C:49](OC1C=CC([N+]([O-])=O)=CC=1)=[O:50].C(N(CC)CC)C.[O:68]=[C:69]1[CH:73]=[CH:72][C:71](=[O:74])[N:70]1[CH2:75][CH2:76][CH2:77][CH2:78][CH2:79][C:80]([NH:82][C@H:83]([C:87]([NH:89][C@H:90]([C:98]([NH:100][C:101]1[CH:106]=[CH:105][C:104]([CH2:107][O:108][C:109](=[O:119])[N:110]([CH2:112][C:113]([CH3:118])([CH3:117])[CH2:114][NH:115][CH3:116])[CH3:111])=[CH:103][CH:102]=1)=[O:99])[CH2:91][CH2:92][CH2:93][NH:94][C:95](=[O:97])[NH2:96])=[O:88])[CH:84]([CH3:86])[CH3:85])=[O:81], predict the reaction product. The product is: [O:74]=[C:71]1[CH:72]=[CH:73][C:69](=[O:68])[N:70]1[CH2:75][CH2:76][CH2:77][CH2:78][CH2:79][C:80]([NH:82][C@H:83]([C:87]([NH:89][C@H:90]([C:98]([NH:100][C:101]1[CH:106]=[CH:105][C:104]([CH2:107][O:108][C:109](=[O:119])[N:110]([CH2:112][C:113]([CH3:117])([CH3:118])[CH2:114][N:115]([C:49]([O:16][C:8]2[CH:7]=[C:6]3[C:11]([C@H:3]([CH2:2][Cl:1])[CH2:4][N:5]3[C:17]([C:19]3[NH:20][C:21]4[C:26]([CH:27]=3)=[CH:25][C:24]([NH:28][C:29]([C:31]3[NH:32][C:33]5[C:38]([CH:39]=3)=[CH:37][C:36]([O:40][CH2:41][CH2:42][N:43]3[CH2:47][CH2:46][CH2:45][CH2:44]3)=[CH:35][CH:34]=5)=[O:30])=[CH:23][CH:22]=4)=[O:18])=[C:10]3[C:12]([CH3:15])=[CH:13][S:14][C:9]=23)=[O:50])[CH3:116])[CH3:111])=[CH:103][CH:102]=1)=[O:99])[CH2:91][CH2:92][CH2:93][NH:94][C:95](=[O:97])[NH2:96])=[O:88])[CH:84]([CH3:85])[CH3:86])=[O:81]. (5) The product is: [Br:18][C:19]1[CH:20]=[CH:21][C:22]([S:25]([C:28](=[CH:8][C:7]2[CH:6]=[C:5]([C:1]([CH3:4])([CH3:3])[CH3:2])[C:12]([OH:13])=[C:11]([C:14]([CH3:17])([CH3:16])[CH3:15])[CH:10]=2)[C:29]#[N:30])(=[O:26])=[O:27])=[CH:23][CH:24]=1. Given the reactants [C:1]([C:5]1[CH:6]=[C:7]([CH:10]=[C:11]([C:14]([CH3:17])([CH3:16])[CH3:15])[C:12]=1[OH:13])[CH:8]=O)([CH3:4])([CH3:3])[CH3:2].[Br:18][C:19]1[CH:24]=[CH:23][C:22]([S:25]([CH2:28][C:29]#[N:30])(=[O:27])=[O:26])=[CH:21][CH:20]=1, predict the reaction product. (6) Given the reactants [CH:1]12[N:8]([C:9]3[C:14]([CH2:15][O:16][C:17]4[C:26]5[C:25](=O)[O:24]C(C)(C)[O:22][C:21]=5[CH:20]=[CH:19][CH:18]=4)=[CH:13][CH:12]=[CH:11][N:10]=3)[CH:5](CC1)[CH2:4][O:3][CH2:2]2.[CH3:30][CH:31](C[AlH]CC(C)C)C.CO.C(C(C(C([O-])=O)O)O)([O-])=O.[Na+].[K+], predict the reaction product. The product is: [CH:4]12[O:3][CH:2]([CH2:30][CH2:31]1)[CH2:1][N:8]([C:9]1[C:14]([CH2:15][O:16][C:17]3[CH:18]=[CH:19][CH:20]=[C:21]([OH:22])[C:26]=3[CH:25]=[O:24])=[CH:13][CH:12]=[CH:11][N:10]=1)[CH2:5]2.